Predict the reaction yield, written as a fraction of the theoretical maximum amount of product (1.0 means a 100% yield; for example, 0.34 means a 34% yield). From a dataset of Reaction yield outcomes from USPTO patents with 853,638 reactions. (1) The reactants are C[O:2][C:3]1[CH:8]=[CH:7][C:6]([C:9]2[CH:14]=[CH:13][C:12]([C:15]3[CH:20]=[CH:19][CH:18]=[C:17]([O:21]C)[CH:16]=3)=[CH:11][CH:10]=2)=[CH:5][CH:4]=1. The catalyst is CCCCCC.C(OCC)(=O)C. The product is [C:6]1([C:9]2[CH:14]=[CH:13][C:12]([C:15]3[CH:20]=[CH:19][CH:18]=[C:17]([OH:21])[CH:16]=3)=[CH:11][CH:10]=2)[CH:5]=[CH:4][C:3]([OH:2])=[CH:8][CH:7]=1. The yield is 0.970. (2) The reactants are FC(F)(F)C(O)=O.C([O:12][C:13](=[O:40])[CH2:14][CH:15]1[CH2:20][CH2:19][N:18]([C:21]2[S:22][C:23]([C:26]3[CH:31]=[CH:30][CH:29]=[C:28]([NH:32][C:33]4[CH:38]=[C:37]([CH3:39])[CH:36]=[CH:35][N:34]=4)[N:27]=3)=[CH:24][N:25]=2)[CH2:17][CH2:16]1)(C)(C)C.[ClH:41].C(OCC)(=O)C. The catalyst is C(Cl)(Cl)Cl. The product is [ClH:41].[ClH:41].[CH3:39][C:37]1[CH:36]=[CH:35][N:34]=[C:33]([NH:32][C:28]2[N:27]=[C:26]([C:23]3[S:22][C:21]([N:18]4[CH2:17][CH2:16][CH:15]([CH2:14][C:13]([OH:40])=[O:12])[CH2:20][CH2:19]4)=[N:25][CH:24]=3)[CH:31]=[CH:30][CH:29]=2)[CH:38]=1. The yield is 1.00. (3) The reactants are [CH2:1]([O:3][C:4]([C:6]1[N:7]([CH2:16][CH3:17])[C:8]2[C:13]([CH:14]=1)=[C:12]([OH:15])[CH:11]=[CH:10][CH:9]=2)=[O:5])[CH3:2].[H-].[Na+].[CH2:20](I)[CH3:21]. The catalyst is CN(C=O)C.CCOC(C)=O. The product is [CH2:1]([O:3][C:4]([C:6]1[N:7]([CH2:16][CH3:17])[C:8]2[C:13]([CH:14]=1)=[C:12]([O:15][CH2:20][CH3:21])[CH:11]=[CH:10][CH:9]=2)=[O:5])[CH3:2]. The yield is 1.00.